This data is from CYP2C19 inhibition data for predicting drug metabolism from PubChem BioAssay. The task is: Regression/Classification. Given a drug SMILES string, predict its absorption, distribution, metabolism, or excretion properties. Task type varies by dataset: regression for continuous measurements (e.g., permeability, clearance, half-life) or binary classification for categorical outcomes (e.g., BBB penetration, CYP inhibition). Dataset: cyp2c19_veith. The compound is Cc1ccc(-n2[nH]c(C)c(C=Nc3ccc4[nH]c(=O)[nH]c4c3)c2=O)cc1C. The result is 0 (non-inhibitor).